From a dataset of Peptide-MHC class I binding affinity with 185,985 pairs from IEDB/IMGT. Regression. Given a peptide amino acid sequence and an MHC pseudo amino acid sequence, predict their binding affinity value. This is MHC class I binding data. (1) The peptide sequence is WTGMVDGWY. The MHC is HLA-B57:01 with pseudo-sequence HLA-B57:01. The binding affinity (normalized) is 0.0847. (2) The peptide sequence is DMRKRIEAF. The MHC is HLA-B15:09 with pseudo-sequence HLA-B15:09. The binding affinity (normalized) is 0.0847. (3) The peptide sequence is RRYDKLMSF. The MHC is HLA-A26:01 with pseudo-sequence HLA-A26:01. The binding affinity (normalized) is 0.0847. (4) The peptide sequence is NSTTDAEACY. The MHC is HLA-A11:01 with pseudo-sequence HLA-A11:01. The binding affinity (normalized) is 0.0957. (5) The peptide sequence is FYSEESPTEY. The MHC is HLA-A01:01 with pseudo-sequence HLA-A01:01. The binding affinity (normalized) is 0.514. (6) The peptide sequence is ILAKYRKSV. The MHC is HLA-A02:03 with pseudo-sequence HLA-A02:03. The binding affinity (normalized) is 0.787.